Dataset: Forward reaction prediction with 1.9M reactions from USPTO patents (1976-2016). Task: Predict the product of the given reaction. Given the reactants C([O:3][C:4](=[O:40])[C:5]([O:8][C:9]1[CH:14]=[CH:13][C:12]([O:15][CH2:16][CH2:17][C:18]2[N:19]=[C:20]([C:24]3[CH:25]=[C:26](C4C=CC=CC=4)[CH:27]=[CH:28][CH:29]=3)[O:21][C:22]=2[CH3:23])=[C:11](CCCC)[CH:10]=1)([CH3:7])[CH3:6])C.[OH-].[Na+], predict the reaction product. The product is: [C:27]1([C:9]2[CH:14]=[CH:13][CH:12]=[CH:11][CH:10]=2)[CH:28]=[CH:29][C:24]([C:20]2[O:21][C:22]([CH3:23])=[C:18]([CH2:17][CH2:16][O:15][C:12]3[CH:13]=[CH:14][C:9]([O:8][C:5]([CH3:6])([CH3:7])[C:4]([OH:3])=[O:40])=[CH:10][C:11]=3[CH2:16][CH2:17][CH2:18][CH3:22])[N:19]=2)=[CH:25][CH:26]=1.